From a dataset of Reaction yield outcomes from USPTO patents with 853,638 reactions. Predict the reaction yield, written as a fraction of the theoretical maximum amount of product (1.0 means a 100% yield; for example, 0.34 means a 34% yield). (1) The reactants are [N:1]([CH2:4][CH:5]1[CH2:9][C:8]2[CH:10]=[CH:11][C:12]([Cl:21])=[C:13]([C:14]3[CH:19]=[CH:18][CH:17]=[CH:16][C:15]=3[Cl:20])[C:7]=2[O:6]1)=[N+]=[N-].C1(P(C2C=CC=CC=2)C2C=CC=CC=2)C=CC=CC=1. The catalyst is O1CCCC1. The product is [Cl:21][C:12]1[CH:11]=[CH:10][C:8]2[CH2:9][CH:5]([CH2:4][NH2:1])[O:6][C:7]=2[C:13]=1[C:14]1[CH:19]=[CH:18][CH:17]=[CH:16][C:15]=1[Cl:20]. The yield is 0.240. (2) The reactants are [Br:1][C:2]1[C:3]([C:7]2[CH:12]=[CH:11][CH:10]=[CH:9][CH:8]=2)=[N:4][NH:5][CH:6]=1.[C:13](Cl)([C:26]1[CH:31]=[CH:30][CH:29]=[CH:28][CH:27]=1)([C:20]1[CH:25]=[CH:24][CH:23]=[CH:22][CH:21]=1)[C:14]1[CH:19]=[CH:18][CH:17]=[CH:16][CH:15]=1.C([O-])([O-])=O.[K+].[K+].O. The catalyst is CN(C=O)C. The product is [Br:1][C:2]1[C:3]([C:7]2[CH:12]=[CH:11][CH:10]=[CH:9][CH:8]=2)=[N:4][N:5]([C:13]([C:14]2[CH:19]=[CH:18][CH:17]=[CH:16][CH:15]=2)([C:26]2[CH:27]=[CH:28][CH:29]=[CH:30][CH:31]=2)[C:20]2[CH:21]=[CH:22][CH:23]=[CH:24][CH:25]=2)[CH:6]=1. The yield is 0.630. (3) The reactants are [CH2:1]1[CH2:6][C@H:5]([C:7]([OH:9])=[O:8])[CH2:4][CH2:3][C@H:2]1[CH2:10][NH2:11].[C:12]([O:16][CH:17]([O:21][C:22](ON1C(=O)CCC1=O)=[O:23])[CH2:18][CH2:19][CH3:20])(=[O:15])[CH2:13][CH3:14]. The catalyst is CC(OC)(C)C.CC(C)=O.O. The product is [C:12]([O:16][CH:17]([O:21][C:22]([NH:11][CH2:10][C@H:2]1[CH2:3][CH2:4][C@H:5]([C:7]([OH:9])=[O:8])[CH2:6][CH2:1]1)=[O:23])[CH2:18][CH2:19][CH3:20])(=[O:15])[CH2:13][CH3:14]. The yield is 0.180. (4) The reactants are [C:1]([NH:7][C:8]1[NH:9][C:10](=[O:19])[C:11]2[CH:17]=[C:16](Br)[CH:15]=[N:14][C:12]=2[N:13]=1)(=[O:6])[C:2]([CH3:5])([CH3:4])[CH3:3].O.[CH3:21][O:22][C:23]1[CH:24]=[C:25](B(O)O)[CH:26]=[CH:27][C:28]=1[O:29][CH3:30].C([O-])([O-])=O.[K+].[K+]. The product is [C:1]([NH:7][C:8]1[NH:9][C:10](=[O:19])[C:11]2[CH:17]=[C:16]([C:26]3[CH:25]=[CH:24][C:23]([O:22][CH3:21])=[C:28]([O:29][CH3:30])[CH:27]=3)[CH:15]=[N:14][C:12]=2[N:13]=1)(=[O:6])[C:2]([CH3:5])([CH3:4])[CH3:3]. The yield is 0.630. The catalyst is O1CCOCC1.C1C=CC([P]([Pd]([P](C2C=CC=CC=2)(C2C=CC=CC=2)C2C=CC=CC=2)([P](C2C=CC=CC=2)(C2C=CC=CC=2)C2C=CC=CC=2)[P](C2C=CC=CC=2)(C2C=CC=CC=2)C2C=CC=CC=2)(C2C=CC=CC=2)C2C=CC=CC=2)=CC=1. (5) The reactants are [Cl:1][C:2]1[C:3](=[O:15])[N:4]([CH:9]2[CH2:14][CH2:13][CH2:12][CH2:11][O:10]2)[N:5]=[CH:6][C:7]=1Cl.CC(C)([O-])C.[Na+].[CH3:22][NH:23][C:24]1[CH:29]=[CH:28][CH:27]=[CH:26][CH:25]=1. The catalyst is C1C=CC(/C=C/C(/C=C/C2C=CC=CC=2)=O)=CC=1.C1C=CC(/C=C/C(/C=C/C2C=CC=CC=2)=O)=CC=1.C1C=CC(/C=C/C(/C=C/C2C=CC=CC=2)=O)=CC=1.[Pd].[Pd].C1(N2C3C(=CC=CC=3)C=C2P(C(C)(C)C)C(C)(C)C)C=CC=CC=1.C1(C)C=CC=CC=1. The product is [Cl:1][C:2]1[C:3](=[O:15])[N:4]([CH:9]2[CH2:14][CH2:13][CH2:12][CH2:11][O:10]2)[N:5]=[CH:6][C:7]=1[N:23]([CH3:22])[C:24]1[CH:29]=[CH:28][CH:27]=[CH:26][CH:25]=1. The yield is 0.110. (6) The reactants are CC(C)([O-])C.[K+].[C:7]([O:12]CC)(=O)[CH2:8][CH2:9][CH3:10].[CH:15](OCC)=O.[NH2:20][C:21]([NH2:23])=[S:22]. The catalyst is C1COCC1.C(OCC)C.O.CC(O)=O. The product is [CH2:9]([C:8]1[C:7](=[O:12])[NH:20][C:21](=[S:22])[NH:23][CH:15]=1)[CH3:10]. The yield is 0.820. (7) The reactants are Cl[CH2:2][CH2:3][CH2:4][N:5]1[C:14]2[C:9](=[CH:10][CH:11]=[C:12]([CH3:15])[CH:13]=2)[CH:8]=[CH:7][C:6]1=[O:16].C([O-])([O-])=O.[K+].[K+].[CH2:23]([CH:27]1[CH2:32][CH2:31][NH:30][CH2:29][CH2:28]1)[CH2:24][CH2:25][CH3:26].CCOC(C)=O. The catalyst is CC#N.O. The product is [CH2:23]([CH:27]1[CH2:32][CH2:31][N:30]([CH2:2][CH2:3][CH2:4][N:5]2[C:14]3[C:9](=[CH:10][CH:11]=[C:12]([CH3:15])[CH:13]=3)[CH:8]=[CH:7][C:6]2=[O:16])[CH2:29][CH2:28]1)[CH2:24][CH2:25][CH3:26]. The yield is 0.0600. (8) The reactants are P(Br)(Br)[Br:2].O[CH2:6][C:7]1[S:8][C:9]2[CH:15]=[CH:14][CH:13]=[C:12]([C:16]3[CH:21]=[C:20]([C:22]([O:24][CH3:25])=[O:23])[CH:19]=[CH:18][N:17]=3)[C:10]=2[CH:11]=1. The catalyst is C1COCC1. The product is [Br:2][CH2:6][C:7]1[S:8][C:9]2[CH:15]=[CH:14][CH:13]=[C:12]([C:16]3[CH:21]=[C:20]([C:22]([O:24][CH3:25])=[O:23])[CH:19]=[CH:18][N:17]=3)[C:10]=2[CH:11]=1. The yield is 0.500. (9) The reactants are Br[C:2]1[CH:7]=[CH:6][C:5]([O:8][CH3:9])=[CH:4][CH:3]=1.C([Li])CCC.[O:15]=[C:16]1[CH2:22][CH2:21][CH2:20][CH2:19][N:18]([C:23]([O:25][C:26]([CH3:29])([CH3:28])[CH3:27])=[O:24])[CH2:17]1. The catalyst is C1COCC1. The product is [OH:15][C:16]1([C:2]2[CH:7]=[CH:6][C:5]([O:8][CH3:9])=[CH:4][CH:3]=2)[CH2:22][CH2:21][CH2:20][CH2:19][N:18]([C:23]([O:25][C:26]([CH3:29])([CH3:28])[CH3:27])=[O:24])[CH2:17]1. The yield is 0.570. (10) The reactants are O[CH:2]([C:4]1[CH:5]=[C:6]([C:22]([NH:24][CH2:25][C:26]2[CH:31]=[CH:30][C:29]([S:32]([CH3:35])(=[O:34])=[O:33])=[CH:28][CH:27]=2)=[O:23])[C:7](=[O:21])[N:8]([C:11]2[CH:16]=[CH:15][CH:14]=[C:13]([C:17]([F:20])([F:19])[F:18])[CH:12]=2)[C:9]=1[CH3:10])[CH3:3].S(Cl)(Cl)=O.[O-][C:41]#[N:42].[K+]. The catalyst is ClCCl.O. The product is [C:41]([CH:2]([C:4]1[CH:5]=[C:6]([C:22]([NH:24][CH2:25][C:26]2[CH:27]=[CH:28][C:29]([S:32]([CH3:35])(=[O:33])=[O:34])=[CH:30][CH:31]=2)=[O:23])[C:7](=[O:21])[N:8]([C:11]2[CH:16]=[CH:15][CH:14]=[C:13]([C:17]([F:18])([F:19])[F:20])[CH:12]=2)[C:9]=1[CH3:10])[CH3:3])#[N:42]. The yield is 0.820.